Task: Predict which catalyst facilitates the given reaction.. Dataset: Catalyst prediction with 721,799 reactions and 888 catalyst types from USPTO (1) Reactant: [CH3:1][N:2]([CH3:18])[S:3]([N:6]1[C:10]([CH:11](O)[C:12]2[S:13][CH:14]=[CH:15][CH:16]=2)=[CH:9][N:8]=[CH:7]1)(=[O:5])=[O:4].ClC1C=CC=C(C(OO)=O)C=1. Product: [CH3:18][N:2]([CH3:1])[S:3]([N:6]1[C:10]([CH2:11][C:12]2[S:13][CH:14]=[CH:15][CH:16]=2)=[CH:9][N:8]=[CH:7]1)(=[O:5])=[O:4]. The catalyst class is: 2. (2) Reactant: [CH3:1][O:2][C:3]1[CH:4]=[C:5]([CH:32]=[CH:33][C:34]=1[O:35][CH2:36][C:37]1[CH:38]=[N:39][C:40]([O:43][CH3:44])=[CH:41][CH:42]=1)[CH2:6][N:7]1[C:11]2[CH:12]=[CH:13][C:14]([N:16]3[CH2:19][C:18]4([CH2:24][CH2:23][N:22](C(OC(C)(C)C)=O)[CH2:21][CH2:20]4)[CH2:17]3)=[CH:15][C:10]=2[N:9]=[CH:8]1.FC(F)(F)C(O)=O. Product: [CH3:1][O:2][C:3]1[CH:4]=[C:5]([CH:32]=[CH:33][C:34]=1[O:35][CH2:36][C:37]1[CH:38]=[N:39][C:40]([O:43][CH3:44])=[CH:41][CH:42]=1)[CH2:6][N:7]1[C:11]2[CH:12]=[CH:13][C:14]([N:16]3[CH2:19][C:18]4([CH2:24][CH2:23][NH:22][CH2:21][CH2:20]4)[CH2:17]3)=[CH:15][C:10]=2[N:9]=[CH:8]1. The catalyst class is: 4. (3) Reactant: O[CH2:2][C:3]1[CH:8]=[C:7]([C:9]2[CH:10]=[C:11]([C:15]3[CH2:21][C:20](=[O:22])[NH:19][C:18]4[CH:23]=[C:24]([C:28]([F:31])([F:30])[F:29])[C:25]([CH3:27])=[CH:26][C:17]=4[N:16]=3)[CH:12]=[CH:13][CH:14]=2)[CH:6]=[CH:5][N:4]=1.S(Cl)(Cl)=O.[CH2:36]([NH:40][CH3:41])[CH:37]([CH3:39])[CH3:38]. Product: [CH2:36]([N:40]([CH2:2][C:3]1[CH:8]=[C:7]([C:9]2[CH:10]=[C:11]([C:15]3[CH2:21][C:20](=[O:22])[NH:19][C:18]4[CH:23]=[C:24]([C:28]([F:31])([F:30])[F:29])[C:25]([CH3:27])=[CH:26][C:17]=4[N:16]=3)[CH:12]=[CH:13][CH:14]=2)[CH:6]=[CH:5][N:4]=1)[CH3:41])[CH:37]([CH3:39])[CH3:38]. The catalyst class is: 2. (4) Reactant: NC1NC=NC=1C(N)=O.[N+:10](=[C:12]1[NH:16][CH2:15][N:14]=[C:13]1[C:17]([NH2:19])=[O:18])=[N-:11].[CH3:20][N:21]=[C:22]=[O:23]. Product: [CH3:20][N:21]1[N:11]=[N:10][C:12]2[N:16]([CH:15]=[N:14][C:13]=2[C:17]([NH2:19])=[O:18])[C:22]1=[O:23]. The catalyst class is: 4. (5) Reactant: [BH4-].[Na+].[NH2:3][C@H:4]([C:7]([OH:9])=[O:8])[CH2:5][SeH:6].Cl.[C:11]([NH:14][CH2:15]O)(=[O:13])[CH3:12].C([O-])([O-])=O.[K+].[K+].[C:23](O[C:23]([O:25][C:26]([CH3:29])([CH3:28])[CH3:27])=[O:24])([O:25][C:26]([CH3:29])([CH3:28])[CH3:27])=[O:24]. Product: [C:26]([O:25][C:23]([N:3]([CH2:15][NH:14][C:11](=[O:13])[CH3:12])[C@H:4]([C:7]([OH:9])=[O:8])[CH2:5][SeH:6])=[O:24])([CH3:29])([CH3:28])[CH3:27]. The catalyst class is: 12. (6) Reactant: [Cl:1][C:2]1[CH:7]=[N:6][C:5]([NH:8][NH2:9])=[CH:4][N:3]=1.[CH:10](=O)[CH:11]([CH3:13])[CH3:12].C(O)(=O)C.C(O)(=O)C.IC1C=CC=CC=1. Product: [Cl:1][C:2]1[N:3]=[CH:4][C:5]2[N:6]([C:10]([CH:11]([CH3:13])[CH3:12])=[N:9][N:8]=2)[CH:7]=1. The catalyst class is: 2. (7) Reactant: [S:1]1[C:5]2[CH:6]=[CH:7][CH:8]=[CH:9][C:4]=2[N:3]=[C:2]1[O:10][C:11]1[CH:19]=[C:18]2[C:14]([CH:15]=[C:16]([CH2:20][OH:21])[NH:17]2)=[CH:13][CH:12]=1. Product: [S:1]1[C:5]2[CH:6]=[CH:7][CH:8]=[CH:9][C:4]=2[N:3]=[C:2]1[O:10][C:11]1[CH:19]=[C:18]2[C:14]([CH:15]=[C:16]([CH:20]=[O:21])[NH:17]2)=[CH:13][CH:12]=1. The catalyst class is: 703. (8) Reactant: F[C:2]1[CH:3]=[C:4]([CH:8]=[CH:9][C:10]=1[N+:11]([O-:13])=[O:12])[C:5]([NH2:7])=[O:6].[O:14]1[CH2:19][CH2:18][CH2:17][CH2:16][CH:15]1[O:20][CH2:21][CH2:22][O:23][CH:24]1[CH2:27][N:26]([C:28]2[CH:33]=[CH:32][C:31]([NH2:34])=[CH:30][CH:29]=2)[CH2:25]1.C(N(C(C)C)CC)(C)C.O. Product: [N+:11]([C:10]1[CH:9]=[CH:8][C:4]([C:5]([NH2:7])=[O:6])=[CH:3][C:2]=1[NH:34][C:31]1[CH:32]=[CH:33][C:28]([N:26]2[CH2:27][CH:24]([O:23][CH2:22][CH2:21][O:20][CH:15]3[CH2:16][CH2:17][CH2:18][CH2:19][O:14]3)[CH2:25]2)=[CH:29][CH:30]=1)([O-:13])=[O:12]. The catalyst class is: 9. (9) Reactant: [Cl:1][C:2]1[S:6][C:5]([S:7]([N:10]([CH2:17][CH3:18])[C:11]2([C:14]([OH:16])=O)[CH2:13][CH2:12]2)(=[O:9])=[O:8])=[CH:4][CH:3]=1.CCOC(OC(OCC)=O)=O.[F:30][C:31]([F:48])([F:47])[O:32][C:33]1[CH:38]=[CH:37][C:36]([C:39]2[CH:40]=[C:41]([CH2:45][NH2:46])[CH:42]=[CH:43][CH:44]=2)=[CH:35][CH:34]=1. Product: [Cl:1][C:2]1[S:6][C:5]([S:7]([N:10]([CH2:17][CH3:18])[C:11]2([C:14]([NH:46][CH2:45][C:41]3[CH:42]=[CH:43][CH:44]=[C:39]([C:36]4[CH:37]=[CH:38][C:33]([O:32][C:31]([F:30])([F:47])[F:48])=[CH:34][CH:35]=4)[CH:40]=3)=[O:16])[CH2:12][CH2:13]2)(=[O:8])=[O:9])=[CH:4][CH:3]=1. The catalyst class is: 1.